From a dataset of Full USPTO retrosynthesis dataset with 1.9M reactions from patents (1976-2016). Predict the reactants needed to synthesize the given product. (1) Given the product [CH3:21][C:22]1[C:27]([C:2]2[N:11]=[C:10]([NH:12][CH2:13][CH2:14][C:15]3[CH:20]=[CH:19][CH:18]=[CH:17][CH:16]=3)[C:9]3[C:4](=[CH:5][CH:6]=[CH:7][CH:8]=3)[N:3]=2)=[CH:26][N:25]2[CH:31]=[CH:32][N:33]=[C:24]2[CH:23]=1, predict the reactants needed to synthesize it. The reactants are: Cl[C:2]1[N:11]=[C:10]([NH:12][CH2:13][CH2:14][C:15]2[CH:20]=[CH:19][CH:18]=[CH:17][CH:16]=2)[C:9]2[C:4](=[CH:5][CH:6]=[CH:7][CH:8]=2)[N:3]=1.[CH3:21][C:22]1[C:27](B(O)O)=[CH:26][N:25]2[CH:31]=[CH:32][N:33]=[C:24]2[CH:23]=1.C(NC1C2C(=CC=CC=2)N=C(C2SC3C=CC=CC=3C=2)N=1)(C1C=CC=CC=1)C1C=CC=CC=1. (2) Given the product [CH3:10][O:9][C:7]([C:6]1[CH:5]=[CH:4][C:3](=[O:2])[N:13]([CH2:14][C:15]2[CH:20]=[CH:19][CH:18]=[CH:17][CH:16]=2)[C:11]=1[CH3:12])=[O:8], predict the reactants needed to synthesize it. The reactants are: C[O:2][C:3](=O)[CH:4]=[CH:5][C:6](=[C:11]([NH:13][CH2:14][C:15]1[CH:20]=[CH:19][CH:18]=[CH:17][CH:16]=1)[CH3:12])[C:7]([O:9][CH3:10])=[O:8].C(N(CC)CC)C.C[O-].[Na+]. (3) Given the product [CH3:16][O:17][C:18]1[CH:23]=[CH:22][CH:21]=[CH:20][C:19]=1[C:2]1[CH:7]=[CH:6][C:5]([CH:8]([CH3:15])[CH2:9][NH:10][S:11]([CH3:14])(=[O:13])=[O:12])=[CH:4][CH:3]=1, predict the reactants needed to synthesize it. The reactants are: Br[C:2]1[CH:7]=[CH:6][C:5]([CH:8]([CH3:15])[CH2:9][NH:10][S:11]([CH3:14])(=[O:13])=[O:12])=[CH:4][CH:3]=1.[CH3:16][O:17][C:18]1[CH:23]=[CH:22][CH:21]=[CH:20][C:19]=1B(O)O.C(=O)([O-])[O-].[K+].[K+]. (4) The reactants are: [F:1][C:2]1[CH:7]=[CH:6][C:5]([C:8]2[C:17]3[C:12](=[CH:13][C:14]([CH2:18][N:19]4[N:23]=[N:22][C:21]([C:24]([OH:31])([CH2:29][CH3:30])[C:25]([F:28])([F:27])[F:26])=[N:20]4)=[CH:15][CH:16]=3)[N:11]=[C:10]([C:32]#[N:33])[CH:9]=2)=[CH:4][CH:3]=1.C([O-])([O-])=[O:35].C([O-])([O-])=O.OO.OO.OO.[Na+].[Na+].[Na+].[Na+].[NH4+].[Cl-]. Given the product [F:1][C:2]1[CH:3]=[CH:4][C:5]([C:8]2[C:17]3[C:12](=[CH:13][C:14]([CH2:18][N:19]4[N:23]=[N:22][C:21]([C:24]([OH:31])([CH2:29][CH3:30])[C:25]([F:28])([F:27])[F:26])=[N:20]4)=[CH:15][CH:16]=3)[N:11]=[C:10]([C:32]([NH2:33])=[O:35])[CH:9]=2)=[CH:6][CH:7]=1, predict the reactants needed to synthesize it.